Regression. Given a peptide amino acid sequence and an MHC pseudo amino acid sequence, predict their binding affinity value. This is MHC class I binding data. From a dataset of Peptide-MHC class I binding affinity with 185,985 pairs from IEDB/IMGT. The peptide sequence is NYFNRMFHF. The MHC is HLA-A24:03 with pseudo-sequence HLA-A24:03. The binding affinity (normalized) is 0.856.